Dataset: Forward reaction prediction with 1.9M reactions from USPTO patents (1976-2016). Task: Predict the product of the given reaction. Given the reactants [F:1][C:2]1[CH:3]=[C:4]([NH:19][C:20](=[O:29])OCC2C=CC=CC=2)[CH:5]=[CH:6][C:7]=1[CH:8]1[CH2:13][CH2:12][S:11](=[O:15])(=[O:14])[N:10]([CH2:16][CH:17]=[CH2:18])[CH2:9]1.C([Li])CCC.O1[CH2:37][C@@H:36]1[CH2:38][NH:39][C:40](=[O:42])[CH3:41].C1C[O:46]CC1, predict the reaction product. The product is: [F:1][C:2]1[CH:3]=[C:4]([N:19]2[CH2:37][C@H:36]([CH2:38][NH:39][C:40](=[O:42])[CH3:41])[O:29][C:20]2=[O:46])[CH:5]=[CH:6][C:7]=1[CH:8]1[CH2:13][CH2:12][S:11](=[O:15])(=[O:14])[N:10]([CH2:16][CH:17]=[CH2:18])[CH2:9]1.